From a dataset of NCI-60 drug combinations with 297,098 pairs across 59 cell lines. Regression. Given two drug SMILES strings and cell line genomic features, predict the synergy score measuring deviation from expected non-interaction effect. (1) Synergy scores: CSS=11.5, Synergy_ZIP=-7.80, Synergy_Bliss=-1.69, Synergy_Loewe=-24.5, Synergy_HSA=-4.62. Drug 2: C1C(C(OC1N2C=NC3=C2NC=NCC3O)CO)O. Drug 1: CC1OCC2C(O1)C(C(C(O2)OC3C4COC(=O)C4C(C5=CC6=C(C=C35)OCO6)C7=CC(=C(C(=C7)OC)O)OC)O)O. Cell line: SK-MEL-5. (2) Drug 1: N.N.Cl[Pt+2]Cl. Drug 2: CC1C(C(CC(O1)OC2CC(CC3=C2C(=C4C(=C3O)C(=O)C5=C(C4=O)C(=CC=C5)OC)O)(C(=O)CO)O)N)O.Cl. Cell line: IGROV1. Synergy scores: CSS=41.4, Synergy_ZIP=-2.45, Synergy_Bliss=-4.17, Synergy_Loewe=-7.04, Synergy_HSA=-0.536.